The task is: Predict the reactants needed to synthesize the given product.. This data is from Full USPTO retrosynthesis dataset with 1.9M reactions from patents (1976-2016). (1) Given the product [CH3:24][NH:25][C:2]1[N:7]2[N:8]=[C:9]([NH:11][C:12](=[O:19])[C:13]3[CH:18]=[CH:17][CH:16]=[N:15][CH:14]=3)[N:10]=[C:6]2[CH:5]=[C:4]([C:20]([F:23])([F:22])[F:21])[CH:3]=1, predict the reactants needed to synthesize it. The reactants are: Cl[C:2]1[N:7]2[N:8]=[C:9]([NH:11][C:12](=[O:19])[C:13]3[CH:18]=[CH:17][CH:16]=[N:15][CH:14]=3)[N:10]=[C:6]2[CH:5]=[C:4]([C:20]([F:23])([F:22])[F:21])[CH:3]=1.[CH3:24][NH2:25]. (2) Given the product [F:1][C:2]1[CH:7]=[CH:6][CH:5]=[CH:4][C:3]=1[C@H:8]1[CH2:13][CH2:12][CH2:11][C@@H:10]2[N:9]1[C:16](=[O:20])[CH2:17][CH:18]=[CH:19]2, predict the reactants needed to synthesize it. The reactants are: [F:1][C:2]1[CH:7]=[CH:6][CH:5]=[CH:4][C:3]=1[C@H:8]1[CH2:13][CH2:12][CH2:11][C@@H:10](C=C)[N:9]1[C:16](=[O:20])[CH2:17][CH:18]=[CH2:19].C(N(CC)CC)C. (3) Given the product [CH3:22][O:21][C:18]1[CH:19]=[CH:20][C:15]([NH:14][CH2:13][CH2:12][NH:11][C:10]([C@@H:9]([NH:24][C:25](=[O:33])[C:26]2[CH:31]=[CH:30][CH:29]=[C:28]([CH3:32])[CH:27]=2)[CH2:8][C:5]2[CH:6]=[CH:7][C:2]([O:1][C:34]3[CH:39]=[CH:38][CH:37]=[CH:36][CH:35]=3)=[CH:3][CH:4]=2)=[O:23])=[CH:16][CH:17]=1, predict the reactants needed to synthesize it. The reactants are: [OH:1][C:2]1[CH:7]=[CH:6][C:5]([CH2:8][C@H:9]([NH:24][C:25](=[O:33])[C:26]2[CH:31]=[CH:30][CH:29]=[C:28]([CH3:32])[CH:27]=2)[C:10](=[O:23])[NH:11][CH2:12][CH2:13][NH:14][C:15]2[CH:20]=[CH:19][C:18]([O:21][CH3:22])=[CH:17][CH:16]=2)=[CH:4][CH:3]=1.[C:34]1(B(O)O)[CH:39]=[CH:38][CH:37]=[CH:36][CH:35]=1.CCN(CC)CC. (4) Given the product [CH3:1][O:2][C:3]([NH:5][C@H:6]([C:10]([N:12]1[CH:16]([C:17]([OH:19])=[O:18])[CH2:15][C:14]2([CH2:26][CH2:25][O:24][CH2:23][CH2:22]2)[CH2:13]1)=[O:11])[CH:7]([CH3:9])[CH3:8])=[O:4], predict the reactants needed to synthesize it. The reactants are: [CH3:1][O:2][C:3]([NH:5][C@H:6]([C:10]([N:12]1[CH:16]([C:17]([O:19]CC)=[O:18])[CH2:15][C:14]2([CH2:26][CH2:25][O:24][CH2:23][CH2:22]2)[CH2:13]1)=[O:11])[CH:7]([CH3:9])[CH3:8])=[O:4].O.[OH-].[Li+].Cl. (5) Given the product [ClH:1].[Cl:1][C:2]1[CH:3]=[C:4]([C@@H:9]2[O:15][CH2:14][CH2:13][NH:12][CH2:11][C@H:10]2[CH2:23][NH:24][C:25](=[O:29])[CH2:26][O:27][CH3:28])[CH:5]=[CH:6][C:7]=1[Cl:8], predict the reactants needed to synthesize it. The reactants are: [Cl:1][C:2]1[CH:3]=[C:4]([C@@H:9]2[O:15][CH2:14][CH2:13][N:12](C(OC(C)(C)C)=O)[CH2:11][C@H:10]2[CH2:23][NH:24][C:25](=[O:29])[CH2:26][O:27][CH3:28])[CH:5]=[CH:6][C:7]=1[Cl:8].Cl.C(O)C.